From a dataset of Full USPTO retrosynthesis dataset with 1.9M reactions from patents (1976-2016). Predict the reactants needed to synthesize the given product. (1) Given the product [Br:1][C:2]1[CH:8]=[C:7]([CH3:9])[CH:5]=[C:4]([O:10][CH3:11])[CH:3]=1, predict the reactants needed to synthesize it. The reactants are: [Br:1][C:2]1[CH:8]=[C:7]([CH3:9])[C:5](N)=[C:4]([O:10][CH3:11])[CH:3]=1.Cl.N([O-])=O.[Na+].P(P(O)(O)=O)(O)(O)=O. (2) Given the product [Cl:53][C:54]1[CH:59]=[C:58]([F:60])[CH:57]=[CH:56][C:55]=1[CH2:61][NH:62][C:8](=[O:10])[CH2:7][C:6]1[C:2]([CH3:1])=[N:3][N:4]([CH2:12][CH2:13][C:14]2[CH:19]=[CH:18][CH:17]=[CH:16][CH:15]=2)[C:5]=1[CH3:11], predict the reactants needed to synthesize it. The reactants are: [CH3:1][C:2]1[C:6]([CH2:7][C:8]([OH:10])=O)=[C:5]([CH3:11])[N:4]([CH2:12][CH2:13][C:14]2[CH:19]=[CH:18][CH:17]=[CH:16][CH:15]=2)[N:3]=1.F[P-](F)(F)(F)(F)F.N1(OC(N(C)C)=[N+](C)C)C2N=CC=CC=2N=N1.C(N(C(C)C)CC)(C)C.[Cl:53][C:54]1[CH:59]=[C:58]([F:60])[CH:57]=[CH:56][C:55]=1[CH2:61][NH2:62]. (3) Given the product [OH:39][CH2:38][CH2:37][CH2:36][S:35][C:9]1[C:6]2[C:7](=[O:8])[N:2]([CH3:1])[N:3]=[C:4]([CH2:23][CH:24]([CH3:26])[CH3:25])[C:5]=2[S:11][C:10]=1[CH2:12][C:13]1[C:22]2[C:17](=[CH:18][CH:19]=[CH:20][CH:21]=2)[CH:16]=[CH:15][CH:14]=1, predict the reactants needed to synthesize it. The reactants are: [CH3:1][N:2]1[C:7](=[O:8])[C:6]2[CH:9]=[C:10]([CH2:12][C:13]3[C:22]4[C:17](=[CH:18][CH:19]=[CH:20][CH:21]=4)[CH:16]=[CH:15][CH:14]=3)[S:11][C:5]=2[C:4]([CH2:23][CH:24]([CH3:26])[CH3:25])=[N:3]1.C1(C)C=CC(S(=O)([S:35][CH2:36][CH2:37][CH2:38][O:39][Si](C(C)(C)C)(C)C)=O)=CC=1. (4) Given the product [S:12]1[CH:16]=[CH:15][N:14]=[C:13]1[C:17]([OH:19])([C:7]#[C:6][Si:8]([CH3:11])([CH3:10])[CH3:9])[CH3:18], predict the reactants needed to synthesize it. The reactants are: [Li]CCCC.[C:6]([Si:8]([CH3:11])([CH3:10])[CH3:9])#[CH:7].[S:12]1[CH:16]=[CH:15][N:14]=[C:13]1[C:17](=[O:19])[CH3:18]. (5) Given the product [N:5]1[CH:6]=[CH:7][CH:8]=[CH:9][C:4]=1[S:3][S:2][CH2:1][CH2:14][CH2:13][CH2:12][CH2:11][CH2:21][CH2:22][CH2:23][CH2:24][CH2:25][CH2:26][O:27][CH2:28][CH2:29][O:30][CH2:31][CH2:32][O:33][CH2:34][CH2:35][OH:36], predict the reactants needed to synthesize it. The reactants are: [C:1]1([CH:14]=[CH:13][CH:12]=[CH:11]N=1)[S:2][S:3][C:4]1[CH:9]=[CH:8][CH:7]=[CH:6][N:5]=1.SCCCCC[CH2:21][CH2:22][CH2:23][CH2:24][CH2:25][CH2:26][O:27][CH2:28][CH2:29][O:30][CH2:31][CH2:32][O:33][CH2:34][CH2:35][OH:36]. (6) Given the product [Cl:1][C:2]1[CH:7]=[C:6]([C:8]2[C:9]3[CH:16]=[C:15]([CH2:17][O:18][C:19]4[N:24]=[CH:23][C:22]([C@@H:25]([C:32]#[C:33][CH3:34])[CH2:26][C:27]([OH:29])=[O:28])=[CH:21][CH:20]=4)[CH:14]=[CH:13][C:10]=3[S:11][CH:12]=2)[C:5]([CH3:35])=[CH:4][N:3]=1, predict the reactants needed to synthesize it. The reactants are: [Cl:1][C:2]1[CH:7]=[C:6]([C:8]2[C:9]3[CH:16]=[C:15]([CH2:17][O:18][C:19]4[N:24]=[CH:23][C:22]([C@@H:25]([C:32]#[C:33][CH3:34])[CH2:26][C:27]([O:29]CC)=[O:28])=[CH:21][CH:20]=4)[CH:14]=[CH:13][C:10]=3[S:11][CH:12]=2)[C:5]([CH3:35])=[CH:4][N:3]=1.[Li+].[OH-].Cl. (7) Given the product [C:9]1([C@@H:6]2[NH:5][C:3](=[O:4])[CH2:2][O:8][CH2:7]2)[CH:14]=[CH:13][CH:12]=[CH:11][CH:10]=1, predict the reactants needed to synthesize it. The reactants are: Cl[CH2:2][C:3]([NH:5][C@@H:6]([C:9]1[CH:14]=[CH:13][CH:12]=[CH:11][CH:10]=1)[CH2:7][OH:8])=[O:4].[H-].[Na+]. (8) Given the product [C:1]([O:4][CH2:5][C@@H:6]1[CH2:7][CH2:8][C@H:9]([O:12][C:13]2[C:18]3[C:19]([O:22][CH2:23][CH:24]4[CH2:25][CH2:26][N:27]([CH2:30][C:32]5([C:38]([O:40][CH3:41])=[O:39])[CH2:37][CH2:36][O:35][CH2:34][CH2:33]5)[CH2:28][CH2:29]4)=[N:20][O:21][C:17]=3[CH:16]=[CH:15][CH:14]=2)[CH2:10][CH2:11]1)(=[O:3])[CH3:2], predict the reactants needed to synthesize it. The reactants are: [C:1]([O:4][CH2:5][C@H:6]1[CH2:11][CH2:10][C@@H:9]([O:12][C:13]2[C:18]3[C:19]([O:22][CH2:23][CH:24]4[CH2:29][CH2:28][NH:27][CH2:26][CH2:25]4)=[N:20][O:21][C:17]=3[CH:16]=[CH:15][CH:14]=2)[CH2:8][CH2:7]1)(=[O:3])[CH3:2].[CH:30]([C:32]1([C:38]([O:40][CH3:41])=[O:39])[CH2:37][CH2:36][O:35][CH2:34][CH2:33]1)=O.C(C1(C(OC)=O)CCC1)=O. (9) Given the product [CH3:14][C:15]1[NH:16][CH:17]=[C:18]([C:20]2[S:22][C:2]3[CH2:3][CH:4]([C:9]([O:11][CH2:12][CH3:13])=[O:10])[CH2:5][CH2:6][C:7]=3[N:21]=2)[N:19]=1, predict the reactants needed to synthesize it. The reactants are: Br[CH:2]1[C:7](=O)[CH2:6][CH2:5][CH:4]([C:9]([O:11][CH2:12][CH3:13])=[O:10])[CH2:3]1.[CH3:14][C:15]1[NH:16][CH:17]=[C:18]([C:20](=[S:22])[NH2:21])[N:19]=1.